Dataset: Forward reaction prediction with 1.9M reactions from USPTO patents (1976-2016). Task: Predict the product of the given reaction. (1) Given the reactants [Br:1]Br.[CH3:3][S:4][C:5]1[CH:6]=[CH:7][C:8]([C:11](=[O:14])[CH2:12][CH3:13])=[N:9][CH:10]=1.Br.C(=O)([O-])O.[Na+], predict the reaction product. The product is: [Br:1][CH:12]([CH3:13])[C:11]([C:8]1[CH:7]=[CH:6][C:5]([S:4][CH3:3])=[CH:10][N:9]=1)=[O:14]. (2) The product is: [Cl:12][C:8]1[CH:7]=[C:6]2[C:11]([C:2]([C:18]3[CH:17]=[CH:16][CH:15]=[C:14]([F:13])[CH:19]=3)=[CH:3][CH:4]=[N:5]2)=[CH:10][CH:9]=1. Given the reactants Cl[C:2]1[C:11]2[C:6](=[CH:7][C:8]([Cl:12])=[CH:9][CH:10]=2)[N:5]=[CH:4][CH:3]=1.[F:13][C:14]1[CH:15]=[C:16](B(O)O)[CH:17]=[CH:18][CH:19]=1.[F-].[Cs+], predict the reaction product. (3) Given the reactants [Cl:1][C:2]1[CH:3]=[C:4]([CH:25]=[CH:26][C:27]=1[Cl:28])[CH2:5][O:6][C:7]1[CH:12]=[CH:11][C:10]([C@H:13]2[O:18][C:17]3[CH:19]=[CH:20][C:21]([CH:23]=O)=[CH:22][C:16]=3[O:15][CH2:14]2)=[CH:9][CH:8]=1.C1CCN2C(=NCCC2)CC1.[CH3:40][C:41]([O:44][C:45]([NH:47][CH:48](P(OC)(OC)=O)[C:49]([O:51][CH3:52])=[O:50])=[O:46])([CH3:43])[CH3:42], predict the reaction product. The product is: [CH3:52][O:51][C:49](=[O:50])[C:48]([NH:47][C:45]([O:44][C:41]([CH3:40])([CH3:42])[CH3:43])=[O:46])=[CH:23][C:21]1[CH:20]=[CH:19][C:17]2[O:18][C@H:13]([C:10]3[CH:9]=[CH:8][C:7]([O:6][CH2:5][C:4]4[CH:25]=[CH:26][C:27]([Cl:28])=[C:2]([Cl:1])[CH:3]=4)=[CH:12][CH:11]=3)[CH2:14][O:15][C:16]=2[CH:22]=1.